Dataset: Forward reaction prediction with 1.9M reactions from USPTO patents (1976-2016). Task: Predict the product of the given reaction. The product is: [C:11]([N:9]1[CH:10]=[C:6]([C:39]2[N:44]=[C:43]([O:45][CH2:46][CH2:47][CH2:48][CH2:49][N:50]3[CH2:59][CH2:58][C:57]4[C:52](=[CH:53][CH:54]=[CH:55][CH:56]=4)[CH2:51]3)[CH:42]=[CH:41][CH:40]=2)[N:7]=[CH:8]1)([C:24]1[CH:29]=[CH:28][CH:27]=[CH:26][CH:25]=1)([C:12]1[CH:13]=[CH:14][CH:15]=[CH:16][CH:17]=1)[C:18]1[CH:19]=[CH:20][CH:21]=[CH:22][CH:23]=1. Given the reactants C([Sn](CCCC)(CCCC)[C:6]1[N:7]=[CH:8][N:9]([C:11]([C:24]2[CH:29]=[CH:28][CH:27]=[CH:26][CH:25]=2)([C:18]2[CH:23]=[CH:22][CH:21]=[CH:20][CH:19]=2)[C:12]2[CH:17]=[CH:16][CH:15]=[CH:14][CH:13]=2)[CH:10]=1)CCC.Cl[C:39]1[N:44]=[C:43]([O:45][CH2:46][CH2:47][CH2:48][CH2:49][N:50]2[CH2:59][CH2:58][C:57]3[C:52](=[CH:53][CH:54]=[CH:55][CH:56]=3)[CH2:51]2)[CH:42]=[CH:41][CH:40]=1, predict the reaction product.